This data is from Forward reaction prediction with 1.9M reactions from USPTO patents (1976-2016). The task is: Predict the product of the given reaction. (1) Given the reactants [C:1]1([C:7]2[C:11]3[CH:12]=[CH:13][CH:14]=[CH:15][C:10]=3[O:9][C:8]=2[C:16]2[CH:25]=[CH:24][C:23]([O:26]C)=[C:22]3[C:17]=2[CH:18]=[CH:19][CH:20]=[N:21]3)[CH:6]=[CH:5][CH:4]=[CH:3][CH:2]=1.[C:28]1([C:34]2[C:38]3[CH:39]=[CH:40][CH:41]=[CH:42][C:37]=3[O:36][C:35]=2[C:43]2[CH:52]=[CH:51][C:50]([OH:53])=[C:49]3[C:44]=2[CH:45]=[CH:46][CH:47]=[N:48]3)[CH:33]=[CH:32][CH:31]=[CH:30][CH:29]=1.Br[CH2:55][C:56]#[N:57], predict the reaction product. The product is: [C:1]1([C:7]2[C:11]3[CH:12]=[CH:13][CH:14]=[CH:15][C:10]=3[O:9][C:8]=2[C:16]2[CH:25]=[CH:24][C:23]([OH:26])=[C:22]3[C:17]=2[CH:18]=[CH:19][CH:20]=[N:21]3)[CH:2]=[CH:3][CH:4]=[CH:5][CH:6]=1.[C:28]1([C:34]2[C:38]3[CH:39]=[CH:40][CH:41]=[CH:42][C:37]=3[O:36][C:35]=2[C:43]2[CH:52]=[CH:51][C:50]([O:53][CH2:55][C:56]#[N:57])=[C:49]3[C:44]=2[CH:45]=[CH:46][CH:47]=[N:48]3)[CH:29]=[CH:30][CH:31]=[CH:32][CH:33]=1. (2) Given the reactants [Br:1][C:2]1[CH:7]=[C:6]([F:8])[CH:5]=[CH:4][C:3]=1[CH:9]1[C:14]([C:15]([O:17][CH2:18][CH3:19])=[O:16])=[C:13]([CH3:20])[NH:12][C:11]([C:21]2[S:22][CH:23]=[C:24]([CH2:26][C:27]([OH:29])=O)[N:25]=2)=[N:10]1.C[CH2:31][N:32]=C=NCCCN(C)C.Cl.C1C=NC2N(O)N=NC=2C=1.CCN(C(C)C)C(C)C.Cl.CN, predict the reaction product. The product is: [Br:1][C:2]1[CH:7]=[C:6]([F:8])[CH:5]=[CH:4][C:3]=1[CH:9]1[C:14]([C:15]([O:17][CH2:18][CH3:19])=[O:16])=[C:13]([CH3:20])[NH:12][C:11]([C:21]2[S:22][CH:23]=[C:24]([CH2:26][C:27]([NH:32][CH3:31])=[O:29])[N:25]=2)=[N:10]1.